Dataset: Forward reaction prediction with 1.9M reactions from USPTO patents (1976-2016). Task: Predict the product of the given reaction. Given the reactants [Br:1][C:2]1[CH:7]=[C:6]([CH3:8])[C:5]([N:9]2[C:13]3=[N:14][C:15]([CH3:27])=[CH:16][C:17]([N:18]4[CH2:23][CH2:22][CH:21]([CH2:24][CH2:25]I)[CH2:20][CH2:19]4)=[C:12]3[C:11]([CH3:28])=[CH:10]2)=[C:4]([CH3:29])[CH:3]=1.[O-:30][S:31]([O-:33])=[O:32].[Na+].[Na+].C(O)C.O1CCCC1, predict the reaction product. The product is: [Br:1][C:2]1[CH:7]=[C:6]([CH3:8])[C:5]([N:9]2[C:13]3=[N:14][C:15]([CH3:27])=[CH:16][C:17]([N:18]4[CH2:23][CH2:22][CH:21]([CH2:24][CH2:25][S:31]([OH:33])(=[O:32])=[O:30])[CH2:20][CH2:19]4)=[C:12]3[C:11]([CH3:28])=[CH:10]2)=[C:4]([CH3:29])[CH:3]=1.